Dataset: Full USPTO retrosynthesis dataset with 1.9M reactions from patents (1976-2016). Task: Predict the reactants needed to synthesize the given product. (1) Given the product [OH:19][CH2:20][CH:21]1[CH2:26][CH2:25][N:24]([C:16]([C:13]2[S:14][CH:15]=[C:11]([C:7]3[S:6][C:5]([NH:4][C:1](=[O:3])[CH3:2])=[N:9][C:8]=3[CH3:10])[N:12]=2)=[O:17])[CH2:23][CH2:22]1, predict the reactants needed to synthesize it. The reactants are: [C:1]([NH:4][C:5]1[S:6][C:7]([C:11]2[N:12]=[C:13]([C:16](Cl)=[O:17])[S:14][CH:15]=2)=[C:8]([CH3:10])[N:9]=1)(=[O:3])[CH3:2].[OH:19][CH2:20][CH:21]1[CH2:26][CH2:25][NH:24][CH2:23][CH2:22]1.C(N(CC)CC)C. (2) Given the product [CH3:1][O:2][C:3]([C:5]1[N:6]([CH2:23][C:24]2[CH:25]=[CH:26][C:27]([C:30]([OH:32])=[O:31])=[CH:28][CH:29]=2)[C:7](=[O:22])[C:8]2[C:13]([C:14]=1[C:15]1[CH:16]=[CH:17][CH:18]=[CH:19][CH:20]=1)=[CH:12][C:11]([Cl:21])=[CH:10][CH:9]=2)=[O:4], predict the reactants needed to synthesize it. The reactants are: [CH3:1][O:2][C:3]([C:5]1[N:6]([CH2:23][C:24]2[CH:29]=[CH:28][C:27]([C:30]([O:32]C)=[O:31])=[CH:26][CH:25]=2)[C:7](=[O:22])[C:8]2[C:13]([C:14]=1[C:15]1[CH:20]=[CH:19][CH:18]=[CH:17][CH:16]=1)=[CH:12][C:11]([Cl:21])=[CH:10][CH:9]=2)=[O:4].CO.[OH-].[Na+]. (3) Given the product [CH3:34][S:35]([N:25]1[C:26]2[C:22](=[C:21]([C:18]3[N:17]=[C:16]([C:5]4[CH:6]=[CH:7][C:8]([O:9][CH:10]([CH3:15])[C:11]([F:12])([F:13])[F:14])=[C:3]([C:2]([F:1])([F:30])[F:31])[CH:4]=4)[O:20][N:19]=3)[CH:29]=[CH:28][CH:27]=2)[CH:23]=[CH:24]1)(=[O:37])=[O:36], predict the reactants needed to synthesize it. The reactants are: [F:1][C:2]([F:31])([F:30])[C:3]1[CH:4]=[C:5]([C:16]2[O:20][N:19]=[C:18]([C:21]3[CH:29]=[CH:28][CH:27]=[C:26]4[C:22]=3[CH:23]=[CH:24][NH:25]4)[N:17]=2)[CH:6]=[CH:7][C:8]=1[O:9][CH:10]([CH3:15])[C:11]([F:14])([F:13])[F:12].[H-].[Na+].[CH3:34][S:35](Cl)(=[O:37])=[O:36].O.